From a dataset of Reaction yield outcomes from USPTO patents with 853,638 reactions. Predict the reaction yield, written as a fraction of the theoretical maximum amount of product (1.0 means a 100% yield; for example, 0.34 means a 34% yield). (1) The reactants are [NH2:1][C:2]1[CH:7]=[CH:6][C:5]([C:8]2[CH:13]=[CH:12][CH:11]=[C:10]([N+:14]([O-:16])=[O:15])[CH:9]=2)=[CH:4][C:3]=1[OH:17].[C:18](N1C=CN=C1)(N1C=CN=C1)=[O:19]. The catalyst is C1COCC1. The product is [N+:14]([C:10]1[CH:9]=[C:8]([C:5]2[CH:6]=[CH:7][C:2]3[NH:1][C:18](=[O:19])[O:17][C:3]=3[CH:4]=2)[CH:13]=[CH:12][CH:11]=1)([O-:16])=[O:15]. The yield is 0.740. (2) The reactants are [F:1][C:2]1[CH:3]=[C:4]([CH:28]=[CH:29][CH:30]=1)[O:5][C:6]1[CH:11]=[CH:10][C:9]([C:12]2[C:20]3[C:15](=[N:16][CH:17]=[N:18][C:19]=3[NH2:21])[N:14]([C@@H:22]3[CH2:27][CH2:26][CH2:25][NH:24][CH2:23]3)[N:13]=2)=[CH:8][CH:7]=1.[C:31]([CH2:33][C:34](O)=[O:35])#[N:32].N1(C(N2C=CN=C2)=O)C=CN=C1. The catalyst is ClCCl. The product is [NH2:21][C:19]1[N:18]=[CH:17][N:16]=[C:15]2[N:14]([C@@H:22]3[CH2:27][CH2:26][CH2:25][N:24]([C:34](=[O:35])[CH2:33][C:31]#[N:32])[CH2:23]3)[N:13]=[C:12]([C:9]3[CH:10]=[CH:11][C:6]([O:5][C:4]4[CH:28]=[CH:29][CH:30]=[C:2]([F:1])[CH:3]=4)=[CH:7][CH:8]=3)[C:20]=12. The yield is 0.570. (3) The reactants are [C:1]([O:5][C:6]([NH:8][C:9]1[S:13][C:12]([C:14]2[C:19]([F:20])=[CH:18][CH:17]=[CH:16][C:15]=2[F:21])=[N:11][C:10]=1[C:22](O)=[O:23])=[O:7])([CH3:4])([CH3:3])[CH3:2].ClC(N(C)C)=C(C)C.[NH2:33][C:34]1[C:35]([N:43]2[CH2:48][CH2:47][CH2:46][C@H:45]([NH:49][C:50](=[O:56])[O:51][C:52]([CH3:55])([CH3:54])[CH3:53])[CH2:44]2)=[C:36]2[CH:42]=[CH:41][S:40][C:37]2=[N:38][CH:39]=1.N1C=CC=CC=1. The catalyst is C1COCC1. The product is [C:1]([O:5][C:6]([NH:8][C:9]1[S:13][C:12]([C:14]2[C:19]([F:20])=[CH:18][CH:17]=[CH:16][C:15]=2[F:21])=[N:11][C:10]=1[C:22]([NH:33][C:34]1[C:35]([N:43]2[CH2:48][CH2:47][CH2:46][C@H:45]([NH:49][C:50](=[O:56])[O:51][C:52]([CH3:53])([CH3:55])[CH3:54])[CH2:44]2)=[C:36]2[CH:42]=[CH:41][S:40][C:37]2=[N:38][CH:39]=1)=[O:23])=[O:7])([CH3:4])([CH3:2])[CH3:3]. The yield is 0.840.